From a dataset of Forward reaction prediction with 1.9M reactions from USPTO patents (1976-2016). Predict the product of the given reaction. (1) Given the reactants [H-].[Na+].[CH3:3][CH2:4][OH:5].Cl[C:7]1[C:16]2[C:11](=[C:12]([N+:17]([O-:19])=[O:18])[CH:13]=[CH:14][CH:15]=2)[N:10]=[CH:9][N:8]=1, predict the reaction product. The product is: [CH2:4]([O:5][C:7]1[C:16]2[C:11](=[C:12]([N+:17]([O-:19])=[O:18])[CH:13]=[CH:14][CH:15]=2)[N:10]=[CH:9][N:8]=1)[CH3:3]. (2) Given the reactants [CH:1]([C:3]1[N:4]=[C:5]2[C:10]([N:11]3[CH2:16][CH2:15][O:14][CH2:13][CH2:12]3)=[CH:9][CH:8]=[N:7][N:6]2[C:17]=1[CH:18]1[CH2:23][CH2:22][N:21]([C:24]([O:26][C:27]([CH3:30])([CH3:29])[CH3:28])=[O:25])[CH2:20][CH2:19]1)=O.[CH3:31][C:32]1[CH:41]=[CH:40][C:39]2[C:34](=[CH:35][CH:36]=[CH:37][CH:38]=2)[N:33]=1.Br[Si](C)(C)C, predict the reaction product. The product is: [O:14]1[CH2:13][CH2:12][N:11]([C:10]2[C:5]3[N:6]([C:17]([CH:18]4[CH2:23][CH2:22][N:21]([C:24]([O:26][C:27]([CH3:30])([CH3:29])[CH3:28])=[O:25])[CH2:20][CH2:19]4)=[C:3](/[CH:1]=[CH:31]/[C:32]4[CH:41]=[CH:40][C:39]5[C:34](=[CH:35][CH:36]=[CH:37][CH:38]=5)[N:33]=4)[N:4]=3)[N:7]=[CH:8][CH:9]=2)[CH2:16][CH2:15]1. (3) The product is: [C:11]([C:14]1[CH:15]=[C:16]([Cl:31])[C:17]([CH2:29][C:1]#[N:2])=[C:18]([C:27]#[N:28])[C:19]=1[C:20]1[CH:25]=[CH:24][CH:23]=[C:22]([F:26])[CH:21]=1)(=[O:13])[CH3:12]. Given the reactants [C-:1]#[N:2].[Na+].S(=O)(=O)(O)O.C#N.[C:11]([C:14]1[CH:15]=[C:16]([Cl:31])[C:17]([CH2:29]Br)=[C:18]([C:27]#[N:28])[C:19]=1[C:20]1[CH:25]=[CH:24][CH:23]=[C:22]([F:26])[CH:21]=1)(=[O:13])[CH3:12], predict the reaction product. (4) The product is: [C:1]([C:5]1[S:9]/[C:8](=[N:10]\[C:11](=[O:21])[C:12]2[CH:17]=[C:16]([Cl:18])[CH:15]=[CH:14][C:13]=2[O:19][CH3:20])/[N:7]([CH2:22][C@H:23]2[CH2:24][CH2:35][CH2:34][O:25]2)[N:6]=1)([CH3:4])([CH3:2])[CH3:3]. Given the reactants [C:1]([C:5]1[S:9][C:8]([NH:10][C:11](=[O:21])[C:12]2[CH:17]=[C:16]([Cl:18])[CH:15]=[CH:14][C:13]=2[O:19][CH3:20])=[N:7][N:6]=1)([CH3:4])([CH3:3])[CH3:2].[CH3:22][C:23](C)([O-:25])[CH3:24].[K+].CN(C)C=O.O1CC[CH2:35][CH2:34]1, predict the reaction product. (5) Given the reactants Br[C:2]1[CH:3]=[CH:4][C:5]([O:8][CH3:9])=[N:6][CH:7]=1.C([Li])CCC.CCCCCC.[Br:21][C:22]1[CH:27]=[CH:26][C:25]([C@H:28]([C:36]2[CH:41]=[CH:40][CH:39]=[CH:38][C:37]=2[CH3:42])[CH2:29][C:30](N(OC)C)=[O:31])=[CH:24][CH:23]=1, predict the reaction product. The product is: [Br:21][C:22]1[CH:23]=[CH:24][C:25]([C@H:28]([C:36]2[CH:41]=[CH:40][CH:39]=[CH:38][C:37]=2[CH3:42])[CH2:29][C:30]([C:2]2[CH:7]=[N:6][C:5]([O:8][CH3:9])=[CH:4][CH:3]=2)=[O:31])=[CH:26][CH:27]=1. (6) Given the reactants ClC1C=CC=[C:4]([C:8](OO)=O)[CH:3]=1.[CH:12]1([O:17][CH:18]([C:30]2[CH:35]=[CH:34][C:33](SC3CC3)=[CH:32][CH:31]=2)[C:19]2[NH:24][C:23](=[O:25])[C:22]([C:26]([F:29])([F:28])[F:27])=[CH:21][CH:20]=2)[CH2:16][CH2:15][CH2:14][CH2:13]1.[S:40]([O-:44])([O-])(=[O:42])=S.[Na+].[Na+].[C:47](=[O:50])(O)[O-:48].[Na+], predict the reaction product. The product is: [F:27][C:26]([F:29])([F:28])[C:47]([OH:48])=[O:50].[CH:12]1([O:17][CH:18]([C:30]2[CH:31]=[CH:32][C:33]([S:40]([CH:8]3[CH2:4][CH2:3]3)(=[O:44])=[O:42])=[CH:34][CH:35]=2)[C:19]2[NH:24][C:23](=[O:25])[C:22]([C:26]([F:29])([F:27])[F:28])=[CH:21][CH:20]=2)[CH2:16][CH2:15][CH2:14][CH2:13]1. (7) The product is: [C:35]1([C:34]([N:3]2[CH2:8][CH2:7][CH:6]([O:9][C:10]3[CH:15]=[CH:14][CH:13]=[CH:12][C:11]=3[C:16]3[CH:21]=[CH:20][N:19]=[CH:18][CH:17]=3)[CH2:5][CH2:4]2)=[O:41])[CH:40]=[CH:39][CH:38]=[CH:37][CH:36]=1. Given the reactants Cl.Cl.[NH:3]1[CH2:8][CH2:7][CH:6]([O:9][C:10]2[CH:15]=[CH:14][CH:13]=[CH:12][C:11]=2[C:16]2[CH:21]=[CH:20][N:19]=[CH:18][CH:17]=2)[CH2:5][CH2:4]1.C(N(CC)CC)C.CN(C=O)C.[C:34](Cl)(=[O:41])[C:35]1[CH:40]=[CH:39][CH:38]=[CH:37][CH:36]=1, predict the reaction product. (8) The product is: [C:40]([CH:39]([NH:43][C:2]1[C:11]([C:12]([OH:14])=[O:13])=[CH:10][C:9]2[C:4](=[CH:5][CH:6]=[C:7]([Cl:15])[CH:8]=2)[N:3]=1)[CH2:38][C:35]1[CH:36]=[CH:37][C:32]([O:31][C:22]2[C:21]([C:19]([OH:20])=[O:18])=[CH:30][C:29]3[C:24](=[CH:25][CH:26]=[CH:27][CH:28]=3)[N:23]=2)=[CH:33][CH:34]=1)([OH:42])=[O:41]. Given the reactants Cl[C:2]1[C:11]([C:12]([OH:14])=[O:13])=[CH:10][C:9]2[C:4](=[CH:5][CH:6]=[C:7]([Cl:15])[CH:8]=2)[N:3]=1.C([O:18][C:19]([C:21]1[C:22]([O:31][C:32]2[CH:37]=[CH:36][C:35]([CH2:38][CH:39]([NH2:43])[C:40]([OH:42])=[O:41])=[CH:34][CH:33]=2)=[N:23][C:24]2[C:29]([CH:30]=1)=[CH:28][CH:27]=[CH:26][CH:25]=2)=[O:20])C.[OH-].[Na+], predict the reaction product.